Dataset: Reaction yield outcomes from USPTO patents with 853,638 reactions. Task: Predict the reaction yield, written as a fraction of the theoretical maximum amount of product (1.0 means a 100% yield; for example, 0.34 means a 34% yield). (1) The reactants are [C:1]([C:4]1[C:9]([C:10]2[CH:15]=[CH:14][CH:13]=[CH:12][CH:11]=2)=[N:8][N:7]([CH2:16][CH3:17])[C:6](=[O:18])[C:5]=1[N+:19]([O-])=O)(=[O:3])[CH3:2].N[C:23]1[CH:24]=[CH:25][C:26]([Br:33])=[C:27]2[C:32]=1[N:31]=[CH:30][CH:29]=[CH:28]2. The catalyst is C(O)C. The product is [C:1]([C:4]1[C:9]([C:10]2[CH:15]=[CH:14][CH:13]=[CH:12][CH:11]=2)=[N:8][N:7]([CH2:16][CH3:17])[C:6](=[O:18])[C:5]=1[NH:19][C:23]1[CH:24]=[CH:25][C:26]([Br:33])=[C:27]2[C:32]=1[N:31]=[CH:30][CH:29]=[CH:28]2)(=[O:3])[CH3:2]. The yield is 0.250. (2) The reactants are [H-].[Na+].[Br:3][C:4]1[CH:5]=[C:6]2[C:10](=[CH:11][CH:12]=1)[NH:9][CH:8]=[C:7]2[CH:13]([CH3:15])[CH3:14].[CH3:16][CH:17]([Si:19](Cl)([CH:23]([CH3:25])[CH3:24])[CH:20]([CH3:22])[CH3:21])[CH3:18]. The catalyst is C1COCC1.CCOC(C)=O.O. The product is [Br:3][C:4]1[CH:5]=[C:6]2[C:10](=[CH:11][CH:12]=1)[N:9]([Si:19]([CH:23]([CH3:25])[CH3:24])([CH:20]([CH3:22])[CH3:21])[CH:17]([CH3:18])[CH3:16])[CH:8]=[C:7]2[CH:13]([CH3:15])[CH3:14]. The yield is 0.676. (3) The reactants are [C:1](#[N:8])[C:2]1[CH:7]=[CH:6][CH:5]=[CH:4][CH:3]=1.[NH2:9][OH:10]. The catalyst is C(O)C. The product is [OH:10][NH:9][C:1](=[NH:8])[C:2]1[CH:7]=[CH:6][CH:5]=[CH:4][CH:3]=1. The yield is 0.680. (4) The reactants are Cl[C:2]1[S:3][C:4]2[C:10]([C:11]3[CH:16]=[CH:15][CH:14]=[CH:13][CH:12]=3)=[CH:9][CH:8]=[C:7]([O:17][CH3:18])[C:5]=2[N:6]=1.[NH2:19][CH2:20][C:21]1[CH:22]=[N:23][CH:24]=[CH:25][CH:26]=1. The catalyst is O1CCOCC1. The product is [CH3:18][O:17][C:7]1[C:5]2[N:6]=[C:2]([NH:19][CH2:20][C:21]3[CH:22]=[N:23][CH:24]=[CH:25][CH:26]=3)[S:3][C:4]=2[C:10]([C:11]2[CH:16]=[CH:15][CH:14]=[CH:13][CH:12]=2)=[CH:9][CH:8]=1. The yield is 0.310. (5) The reactants are [Cl:1][C:2]1[N:3]=[N:4][C:5]([Cl:9])=[CH:6][C:7]=1[NH2:8].C[Si]([N-][Si](C)(C)C)(C)C.[Na+].C1COCC1.[F:25][C:26]1[CH:31]=[CH:30][C:29]([S:32](Cl)(=[O:34])=[O:33])=[CH:28][CH:27]=1. The catalyst is [NH4+].[Cl-]. The product is [Cl:1][C:2]1[N:3]=[N:4][C:5]([Cl:9])=[CH:6][C:7]=1[NH:8][S:32]([C:29]1[CH:30]=[CH:31][C:26]([F:25])=[CH:27][CH:28]=1)(=[O:34])=[O:33]. The yield is 0.867. (6) The reactants are C([O:8][C:9]1[C:13]([CH2:14][C:15]([O:17][CH3:18])=[O:16])=[CH:12][N:11]([CH:19]2[CH2:24][CH2:23][CH2:22][CH2:21][CH2:20]2)[N:10]=1)C1C=CC=CC=1. The catalyst is [C].[Pd].C(O)C. The product is [CH:19]1([N:11]2[CH:12]=[C:13]([CH2:14][C:15]([O:17][CH3:18])=[O:16])[C:9]([OH:8])=[N:10]2)[CH2:20][CH2:21][CH2:22][CH2:23][CH2:24]1. The yield is 0.920.